This data is from Full USPTO retrosynthesis dataset with 1.9M reactions from patents (1976-2016). The task is: Predict the reactants needed to synthesize the given product. (1) Given the product [CH3:27][C:22]1[C:21]([CH2:20][O:19][C:16]2[CH:17]=[CH:18][C:13]([S:10]([N:9]([CH2:28][CH:29]([CH3:31])[CH3:30])[C:6]3[CH:5]=[CH:4][C:3]([CH3:1])=[CH:8][N:7]=3)(=[O:12])=[O:11])=[CH:14][CH:15]=2)=[C:25]([CH3:26])[O:24][N:23]=1, predict the reactants needed to synthesize it. The reactants are: [C:1]([C:3]1[CH:4]=[CH:5][C:6]([NH:9][S:10]([C:13]2[CH:18]=[CH:17][C:16]([O:19][CH2:20][C:21]3[C:22]([CH3:27])=[N:23][O:24][C:25]=3[CH3:26])=[CH:15][CH:14]=2)(=[O:12])=[O:11])=[N:7][CH:8]=1)#N.[CH3:28][C:29](N=C(N(C)C)N(C)C)([CH3:31])[CH3:30].BrCC(C)C. (2) Given the product [Br:65][C:48]1[CH:49]=[C:50]2[C:55](=[CH:56][CH:57]=1)[N:54]=[N:53][C:52]([C:58]([NH2:60])=[O:59])=[C:51]2[NH:61][CH:62]([CH3:64])[CH3:63], predict the reactants needed to synthesize it. The reactants are: IC1C=C(C=CC=1)N.IC1C=CC(N)=CC=1.NC1C2C(=CC=C(I)C=2)N=NC=1C(N)=O.ClC1C2C(=CC=C(I)C=2)N=NC=1C(N)=O.I[C:48]1[CH:49]=[C:50]2[C:55](=[CH:56][CH:57]=1)[N:54]=[N:53][C:52]([C:58]([NH2:60])=[O:59])=[C:51]2[NH:61][CH:62]([CH3:64])[CH3:63].[Br:65]C1C=CC(N)=CC=1.